From a dataset of Forward reaction prediction with 1.9M reactions from USPTO patents (1976-2016). Predict the product of the given reaction. (1) The product is: [F:1][C:2]1[C:3]([O:19][CH3:20])=[C:4]([C@@H:8]([CH3:18])[CH2:9][C@@:10]([C:13]([F:14])([F:15])[F:16])([OH:17])[CH:11]=[N:21][C:22]2[CH:31]=[CH:30][C:29]([F:32])=[C:28]3[C:23]=2[CH:24]=[N:25][C:26]([CH3:33])=[N:27]3)[CH:5]=[CH:6][CH:7]=1. Given the reactants [F:1][C:2]1[C:3]([O:19][CH3:20])=[C:4]([C@@H:8]([CH3:18])[CH2:9][C@:10]([OH:17])([C:13]([F:16])([F:15])[F:14])[CH:11]=O)[CH:5]=[CH:6][CH:7]=1.[NH2:21][C:22]1[CH:31]=[CH:30][C:29]([F:32])=[C:28]2[C:23]=1[CH:24]=[N:25][C:26]([CH3:33])=[N:27]2, predict the reaction product. (2) Given the reactants [CH3:1][CH2:2][N:3]1[C:9]2[N:10]=[C:11]([N:14]3[CH2:19][CH2:18][NH:17][CH2:16][CH2:15]3)[N:12]=[CH:13][C:8]=2[C:6](=[O:7])[C:5]([C:20]([OH:22])=[O:21])=[CH:4]1.[I:23][C:24]1[CH:25]=[C:26]([N:30]=[C:31]=[S:32])[CH:27]=[CH:28][CH:29]=1, predict the reaction product. The product is: [I:23][C:24]1[CH:25]=[C:26]([NH:30][C:31]([N:17]2[CH2:18][CH2:19][N:14]([C:11]3[N:12]=[CH:13][C:8]4[C:6](=[O:7])[C:5]([C:20]([OH:22])=[O:21])=[CH:4][N:3]([CH2:2][CH3:1])[C:9]=4[N:10]=3)[CH2:15][CH2:16]2)=[S:32])[CH:27]=[CH:28][CH:29]=1. (3) Given the reactants [C:1]([O:5][C:6]([N:8]1[CH2:13][CH2:12][CH2:11][CH2:10][CH2:9]1)=[O:7])([CH3:4])([CH3:3])[CH3:2].O=P(Cl)(Cl)Cl.[CH3:19]N(C=O)C.[SH:24][CH2:25][C:26]([O:28][CH2:29][CH3:30])=[O:27], predict the reaction product. The product is: [S:24]1[C:11]2[CH2:12][CH2:13][N:8]([C:6]([O:5][C:1]([CH3:4])([CH3:2])[CH3:3])=[O:7])[CH2:9][C:10]=2[CH:19]=[C:25]1[C:26]([O:28][CH2:29][CH3:30])=[O:27]. (4) Given the reactants [F:1][C:2]1[S:6][C:5]2[C:7]3([O:28][CH2:29][CH2:30][C:4]=2[CH:3]=1)[CH2:12][CH2:11][N:10]([CH2:13][C:14]1[C:15]([CH3:27])=[N:16][N:17]([C:19]2[C:24]([C:25]#[N:26])=[CH:23][CH:22]=[CH:21][N:20]=2)[CH:18]=1)[CH2:9][CH2:8]3.C(=O)([O-])[O-:32].[K+].[K+].OO.O, predict the reaction product. The product is: [F:1][C:2]1[S:6][C:5]2[C:7]3([O:28][CH2:29][CH2:30][C:4]=2[CH:3]=1)[CH2:12][CH2:11][N:10]([CH2:13][C:14]1[C:15]([CH3:27])=[N:16][N:17]([C:19]2[C:24]([C:25]([NH2:26])=[O:32])=[CH:23][CH:22]=[CH:21][N:20]=2)[CH:18]=1)[CH2:9][CH2:8]3. (5) Given the reactants C1C(=O)N([Br:8])C(=O)C1.[Cl:9][C:10]1[CH:15]=[CH:14][C:13]([NH2:16])=[CH:12][C:11]=1[O:17][CH3:18], predict the reaction product. The product is: [Br:8][C:15]1[CH:14]=[C:13]([NH2:16])[CH:12]=[C:11]([O:17][CH3:18])[C:10]=1[Cl:9]. (6) Given the reactants [CH3:1][O-:2].[Na+].Cl[C:5]1[CH:14]=[CH:13][C:12]([N+:15]([O-:17])=[O:16])=[CH:11][C:6]=1[C:7]([NH:9][CH3:10])=[O:8], predict the reaction product. The product is: [CH3:1][O:2][C:5]1[CH:14]=[CH:13][C:12]([N+:15]([O-:17])=[O:16])=[CH:11][C:6]=1[C:7]([NH:9][CH3:10])=[O:8]. (7) The product is: [I:42][C:9]1[CH:14]=[CH:13][C:12]2[CH:15]3[CH2:20][CH2:19][N:18]([C:21]([O:23][C:24]([CH3:27])([CH3:26])[CH3:25])=[O:22])[CH2:17][CH:16]3[O:28][C:11]=2[CH:10]=1. Given the reactants CC1(C)C(C)(C)OB([C:9]2[CH:14]=[CH:13][C:12]3[CH:15]4[CH2:20][CH2:19][N:18]([C:21]([O:23][C:24]([CH3:27])([CH3:26])[CH3:25])=[O:22])[CH2:17][CH:16]4[O:28][C:11]=3[CH:10]=2)O1.CC1C=CC(S(NCl)(=O)=O)=CC=1.[I-:42].[Na+], predict the reaction product.